This data is from Forward reaction prediction with 1.9M reactions from USPTO patents (1976-2016). The task is: Predict the product of the given reaction. (1) Given the reactants Br[CH2:2][C:3]1[C:13]([Cl:14])=[N:12][CH:11]=[CH:10][C:4]=1[C:5]([O:7]CC)=O.[F:15][C:16]1[CH:33]=[CH:32][C:19]([CH2:20][O:21][C:22]2[N:27]=[CH:26][C:25]([CH:28]([NH2:30])[CH3:29])=[CH:24][C:23]=2[CH3:31])=[CH:18][CH:17]=1, predict the reaction product. The product is: [Cl:14][C:13]1[C:3]2[CH2:2][N:30]([CH:28]([C:25]3[CH:26]=[N:27][C:22]([O:21][CH2:20][C:19]4[CH:18]=[CH:17][C:16]([F:15])=[CH:33][CH:32]=4)=[C:23]([CH3:31])[CH:24]=3)[CH3:29])[C:5](=[O:7])[C:4]=2[CH:10]=[CH:11][N:12]=1. (2) Given the reactants B(Br)(Br)Br.C[O:6][C:7]1[CH:12]=[CH:11][C:10]([C:13]2[C:17]([C:18]([OH:20])=[O:19])=[C:16]([CH3:21])[S:15][N:14]=2)=[CH:9][CH:8]=1.O.[OH-].[Na+], predict the reaction product. The product is: [OH:6][C:7]1[CH:8]=[CH:9][C:10]([C:13]2[C:17]([C:18]([OH:20])=[O:19])=[C:16]([CH3:21])[S:15][N:14]=2)=[CH:11][CH:12]=1.